From a dataset of Catalyst prediction with 721,799 reactions and 888 catalyst types from USPTO. Predict which catalyst facilitates the given reaction. (1) Reactant: C(OC([N:8]1[CH2:13][CH2:12][N:11]([C:14]2[N:19]=[C:18]([C:20]3[CH:25]=[CH:24][N:23]=[C:22]([NH:26][CH:27]4[CH2:32][CH2:31][CH2:30][CH2:29][CH2:28]4)[CH:21]=3)[CH:17]=[C:16]([CH2:33][OH:34])[CH:15]=2)[CH2:10][CH2:9]1)=O)(C)(C)C.C(O)(C(F)(F)F)=O. Product: [CH:27]1([NH:26][C:22]2[CH:21]=[C:20]([C:18]3[CH:17]=[C:16]([CH2:33][OH:34])[CH:15]=[C:14]([N:11]4[CH2:12][CH2:13][NH:8][CH2:9][CH2:10]4)[N:19]=3)[CH:25]=[CH:24][N:23]=2)[CH2:32][CH2:31][CH2:30][CH2:29][CH2:28]1. The catalyst class is: 2. (2) Reactant: [N:1]([C:4]1[CH:9]=[C:8]([Br:10])[N:7]=[C:6]([Cl:11])[C:5]=1[O:12][CH:13]([F:15])[F:14])=[N+]=[N-].[BH4-].[Na+]. Product: [Br:10][C:8]1[N:7]=[C:6]([Cl:11])[C:5]([O:12][CH:13]([F:15])[F:14])=[C:4]([NH2:1])[CH:9]=1. The catalyst class is: 5.